From a dataset of TCR-epitope binding with 47,182 pairs between 192 epitopes and 23,139 TCRs. Binary Classification. Given a T-cell receptor sequence (or CDR3 region) and an epitope sequence, predict whether binding occurs between them. (1) The epitope is FPRPWLHGL. The TCR CDR3 sequence is CASSLRSVYNEQFF. Result: 0 (the TCR does not bind to the epitope). (2) The epitope is ALSKGVHFV. The TCR CDR3 sequence is CASSHRGTSGSTDTQYF. Result: 0 (the TCR does not bind to the epitope). (3) The epitope is FLYNLLTRV. The TCR CDR3 sequence is CASSEGPSGYTF. Result: 1 (the TCR binds to the epitope). (4) The epitope is IPIQASLPF. The TCR CDR3 sequence is CASSLDRGQHGYTF. Result: 1 (the TCR binds to the epitope). (5) The epitope is KLPDDFTGCV. The TCR CDR3 sequence is CASSRAGAGGEQFF. Result: 1 (the TCR binds to the epitope). (6) The epitope is SLVKPSFYV. The TCR CDR3 sequence is CASSLDRGSSYEQYF. Result: 0 (the TCR does not bind to the epitope).